Dataset: Catalyst prediction with 721,799 reactions and 888 catalyst types from USPTO. Task: Predict which catalyst facilitates the given reaction. (1) Reactant: [NH2:1][C:2]1[N:3]=[C:4]([C:20]2[CH:21]=[C:22]([O:26][CH2:27][CH2:28][N:29]([CH2:37][C:38]3[CH:43]=[CH:42][C:41]([F:44])=[CH:40][CH:39]=3)C(=O)OC(C)(C)C)[CH:23]=[N:24][CH:25]=2)[CH:5]=[C:6]2[C:11]=1[CH:10]=[N:9][C:8]1[CH:12]=[C:13]([O:18][CH3:19])[C:14]([O:16][CH3:17])=[CH:15][C:7]2=1.C(O)(C(F)(F)F)=O. Product: [F:44][C:41]1[CH:40]=[CH:39][C:38]([CH2:37][NH:29][CH2:28][CH2:27][O:26][C:22]2[CH:21]=[C:20]([C:4]3[CH:5]=[C:6]4[C:11](=[C:2]([NH2:1])[N:3]=3)[CH:10]=[N:9][C:8]3[CH:12]=[C:13]([O:18][CH3:19])[C:14]([O:16][CH3:17])=[CH:15][C:7]4=3)[CH:25]=[N:24][CH:23]=2)=[CH:43][CH:42]=1. The catalyst class is: 2. (2) Reactant: [CH3:1][S:2](Cl)(=[O:4])=[O:3].[NH2:6][C:7]1[CH:8]=[C:9]2[C:14](=[O:15])[NH:13][C:11](=[O:12])[C:10]2=[CH:16][CH:17]=1.O.C(Cl)Cl. Product: [CH3:1][S:2]([NH:6][C:7]1[CH:8]=[C:9]2[C:14](=[O:15])[NH:13][C:11](=[O:12])[C:10]2=[CH:16][CH:17]=1)(=[O:4])=[O:3]. The catalyst class is: 17. (3) Reactant: Cl[C:2]1[O:3][C:4]([C:7]2[CH:8]=[C:9]([N:13]3[CH:18]=[CH:17][CH:16]=[CH:15][C:14]3=[O:19])[CH:10]=[N:11][CH:12]=2)=[CH:5][N:6]=1.[CH3:20][O:21][C:22]1[CH:23]=[CH:24][C:25]([CH3:29])=[C:26]([CH:28]=1)[NH2:27]. Product: [CH3:20][O:21][C:22]1[CH:23]=[CH:24][C:25]([CH3:29])=[C:26]([NH:27][C:2]2[O:3][C:4]([C:7]3[CH:8]=[C:9]([N:13]4[CH:18]=[CH:17][CH:16]=[CH:15][C:14]4=[O:19])[CH:10]=[N:11][CH:12]=3)=[CH:5][N:6]=2)[CH:28]=1. The catalyst class is: 41.